This data is from Reaction yield outcomes from USPTO patents with 853,638 reactions. The task is: Predict the reaction yield, written as a fraction of the theoretical maximum amount of product (1.0 means a 100% yield; for example, 0.34 means a 34% yield). (1) The reactants are C([O:3][C:4]([C:6]1[C:7]([C:12]2[CH:17]=[CH:16][N:15]=[CH:14][N:13]=2)=[N:8][O:9][C:10]=1[CH3:11])=[O:5])C.COC(C1C=NC(OCC2C(C3C=CC(Cl)=CC=3)=NOC=2)=CN=1)=O. No catalyst specified. The product is [CH3:11][C:10]1[O:9][N:8]=[C:7]([C:12]2[CH:17]=[CH:16][N:15]=[CH:14][N:13]=2)[C:6]=1[C:4]([OH:5])=[O:3]. The yield is 0.730. (2) The catalyst is CN(C=O)C.O. The reactants are [NH2:1][C:2]1[N:7]=[CH:6][C:5]([C:8]([OH:10])=O)=[CH:4][C:3]=1[O:11][C@@H:12]1[C:16]([F:18])([F:17])[CH2:15][N:14]([C:19](=[O:32])[CH2:20][C:21]2[CH:26]=[CH:25][C:24]([O:27][C:28]([F:31])([F:30])[F:29])=[CH:23][CH:22]=2)[CH2:13]1.Cl.CN.[CH2:36]([N:38](CC)CC)C.CN(C(ON1N=NC2C=CC=NC1=2)=[N+](C)C)C.F[P-](F)(F)(F)(F)F. The yield is 0.390. The product is [NH2:1][C:2]1[N:7]=[CH:6][C:5]([C:8]([NH:38][CH3:36])=[O:10])=[CH:4][C:3]=1[O:11][C@@H:12]1[C:16]([F:18])([F:17])[CH2:15][N:14]([C:19](=[O:32])[CH2:20][C:21]2[CH:22]=[CH:23][C:24]([O:27][C:28]([F:30])([F:29])[F:31])=[CH:25][CH:26]=2)[CH2:13]1. (3) The yield is 0.440. The product is [F:1][C@H:2]([CH2:13][CH2:14][C:15]1[N:16]=[N:17][C:18]([NH:32][C:30](=[O:31])[CH2:29][C:27]2[CH:26]=[C:25]([C:33]([F:34])([F:35])[F:36])[CH:24]=[C:23]([CH3:22])[N:28]=2)=[CH:19][CH:20]=1)[CH2:3][N:4]1[CH:8]=[C:7]([C:9]([NH:11][CH3:12])=[O:10])[N:6]=[N:5]1. The reactants are [F:1][C@H:2]([CH2:13][CH2:14][C:15]1[N:16]=[N:17][C:18](I)=[CH:19][CH:20]=1)[CH2:3][N:4]1[CH:8]=[C:7]([C:9]([NH:11][CH3:12])=[O:10])[N:6]=[N:5]1.[CH3:22][C:23]1[N:28]=[C:27]([CH2:29][C:30]([NH2:32])=[O:31])[CH:26]=[C:25]([C:33]([F:36])([F:35])[F:34])[CH:24]=1.C([O-])([O-])=O.[Cs+].[Cs+].CC1(C)C2C(=C(P(C3C=CC=CC=3)C3C=CC=CC=3)C=CC=2)OC2C(P(C3C=CC=CC=3)C3C=CC=CC=3)=CC=CC1=2. The catalyst is O1CCOCC1.